From a dataset of Peptide-MHC class I binding affinity with 185,985 pairs from IEDB/IMGT. Regression. Given a peptide amino acid sequence and an MHC pseudo amino acid sequence, predict their binding affinity value. This is MHC class I binding data. (1) The peptide sequence is ITDDSDDYEL. The MHC is HLA-A02:02 with pseudo-sequence HLA-A02:02. The binding affinity (normalized) is 0.396. (2) The peptide sequence is LEHGLYPQL. The MHC is HLA-A02:01 with pseudo-sequence HLA-A02:01. The binding affinity (normalized) is 0.0847. (3) The peptide sequence is RMPVYILL. The MHC is H-2-Kb with pseudo-sequence H-2-Kb. The binding affinity (normalized) is 0.692.